This data is from NCI-60 drug combinations with 297,098 pairs across 59 cell lines. The task is: Regression. Given two drug SMILES strings and cell line genomic features, predict the synergy score measuring deviation from expected non-interaction effect. (1) Drug 1: C1C(C(OC1N2C=C(C(=O)NC2=O)F)CO)O. Drug 2: CC1=C(C(CCC1)(C)C)C=CC(=CC=CC(=CC(=O)O)C)C. Cell line: SNB-19. Synergy scores: CSS=13.7, Synergy_ZIP=1.04, Synergy_Bliss=-2.40, Synergy_Loewe=-32.6, Synergy_HSA=-7.33. (2) Drug 1: CC1C(C(CC(O1)OC2CC(CC3=C2C(=C4C(=C3O)C(=O)C5=C(C4=O)C(=CC=C5)OC)O)(C(=O)CO)O)N)O.Cl. Drug 2: C1=CC(=CC=C1CC(C(=O)O)N)N(CCCl)CCCl.Cl. Cell line: EKVX. Synergy scores: CSS=10.5, Synergy_ZIP=-5.13, Synergy_Bliss=-3.60, Synergy_Loewe=-2.90, Synergy_HSA=-2.81.